This data is from Catalyst prediction with 721,799 reactions and 888 catalyst types from USPTO. The task is: Predict which catalyst facilitates the given reaction. (1) Reactant: O[CH:2]([C:15]1[CH:20]=[CH:19][C:18]([N+:21]([O-:23])=[O:22])=[C:17]([CH3:24])[CH:16]=1)[CH2:3][N:4]([CH2:12][CH2:13][OH:14])[C:5](=[O:11])[O:6][C:7]([CH3:10])([CH3:9])[CH3:8].C(N(CC)CC)C.CS(Cl)(=O)=O. Product: [CH3:24][C:17]1[CH:16]=[C:15]([CH:2]2[O:14][CH2:13][CH2:12][N:4]([C:5]([O:6][C:7]([CH3:10])([CH3:9])[CH3:8])=[O:11])[CH2:3]2)[CH:20]=[CH:19][C:18]=1[N+:21]([O-:23])=[O:22]. The catalyst class is: 1. (2) Reactant: [Br:1][C:2]1[CH:7]=[C:6]([C:8]#[N:9])[CH:5]=[CH:4][C:3]=1[NH:10][CH:11]=[C:12]([C:18]([O:20]CC)=O)[C:13]([O:15][CH2:16][CH3:17])=[O:14]. Product: [Br:1][C:2]1[CH:7]=[C:6]([C:8]#[N:9])[CH:5]=[C:4]2[C:3]=1[N:10]=[CH:11][C:12]([C:13]([O:15][CH2:16][CH3:17])=[O:14])=[C:18]2[OH:20]. The catalyst class is: 400. (3) Reactant: CS(O[CH2:6][CH2:7][O:8][C:9]1[C:14]([CH3:15])=[CH:13][C:12]([C:16]2[N:20]=[C:19]([C:21]3[CH:26]=[C:25]([O:27][CH3:28])[N:24]=[C:23]([CH:29]4[CH2:33][CH2:32][CH2:31][CH2:30]4)[CH:22]=3)[O:18][N:17]=2)=[CH:11][C:10]=1[CH2:34][CH3:35])(=O)=O.[CH3:36][C:37]1([CH3:44])[O:41][CH:40]([CH2:42][NH2:43])[CH2:39][O:38]1. Product: [CH:29]1([C:23]2[CH:22]=[C:21]([C:19]3[O:18][N:17]=[C:16]([C:12]4[CH:13]=[C:14]([CH3:15])[C:9]([O:8][CH2:7][CH2:6][NH:43][CH2:42][CH:40]5[CH2:39][O:38][C:37]([CH3:44])([CH3:36])[O:41]5)=[C:10]([CH2:34][CH3:35])[CH:11]=4)[N:20]=3)[CH:26]=[C:25]([O:27][CH3:28])[N:24]=2)[CH2:30][CH2:31][CH2:32][CH2:33]1. The catalyst class is: 10. (4) Reactant: [OH:1][C:2]1[CH:3]=[C:4]([C:8]2([C:16]3[CH:17]=[C:18]([C:22]4[CH:27]=[CH:26][CH:25]=[C:24]([O:28][CH3:29])[CH:23]=4)[CH:19]=[CH:20][CH:21]=3)[NH:12][C:11](=[S:13])[N:10]([CH3:14])[C:9]2=[O:15])[CH:5]=[CH:6][CH:7]=1.[N:30]1([S:36](Cl)(=[O:38])=[O:37])[CH2:35][CH2:34][O:33][CH2:32][CH2:31]1. Product: [N:30]1([S:36]([O:1][C:2]2[CH:7]=[CH:6][CH:5]=[C:4]([C:8]3([C:16]4[CH:17]=[C:18]([C:22]5[CH:27]=[CH:26][CH:25]=[C:24]([O:28][CH3:29])[CH:23]=5)[CH:19]=[CH:20][CH:21]=4)[C:9](=[O:15])[N:10]([CH3:14])[C:11](=[S:13])[NH:12]3)[CH:3]=2)(=[O:38])=[O:37])[CH2:35][CH2:34][O:33][CH2:32][CH2:31]1. The catalyst class is: 6.